From a dataset of Forward reaction prediction with 1.9M reactions from USPTO patents (1976-2016). Predict the product of the given reaction. (1) Given the reactants [CH2:1]1[CH:4]2[CH2:5][C:6]3[CH:7]=[CH:8][CH:9]=[CH:10][C:11]=3[CH:3]2[C:2]1=[O:12].[OH:13]O.[Na], predict the reaction product. The product is: [O:13]1[C:2](=[O:12])[CH2:1][CH:4]2[CH2:5][CH:6]3[C:11]([CH:10]=[CH:9][CH:8]=[CH:7]3)=[C:3]12. (2) Given the reactants [O:1]1[C:5]2[CH:6]=[CH:7][C:8]([CH:10]=O)=[CH:9][C:4]=2[O:3][CH2:2]1.C1C=CC(P(C2C=CC=CC=2)C2C=CC=CC=2)=CC=1.[C:31](Br)(Br)([Br:33])[Br:32], predict the reaction product. The product is: [Br:32][C:31]([Br:33])=[CH:10][C:8]1[CH:7]=[CH:6][C:5]2[O:1][CH2:2][O:3][C:4]=2[CH:9]=1. (3) Given the reactants [Br:1][C:2]1[CH:7]=[CH:6][C:5](I)=[CH:4][CH:3]=1.[O:9]1[CH2:12][C:11](=[O:13])[CH2:10]1.[Li]CCCC, predict the reaction product. The product is: [Br:1][C:2]1[CH:7]=[CH:6][C:5]([C:11]2([OH:13])[CH2:12][O:9][CH2:10]2)=[CH:4][CH:3]=1. (4) Given the reactants C1([Mg]Br)CC1.ICCCCCCC(OCC)=O.[Cl-].[NH4+].[CH:20]1([CH2:23][CH2:24][CH2:25][CH2:26][CH2:27][CH2:28][C:29]([O:31]CC)=[O:30])[CH2:22][CH2:21]1.[OH-].[Na+], predict the reaction product. The product is: [CH:20]1([CH2:23][CH2:24][CH2:25][CH2:26][CH2:27][CH2:28][C:29]([OH:31])=[O:30])[CH2:21][CH2:22]1. (5) Given the reactants COC(=O)O[CH2:5][C:6]1[CH:7]=[C:8]([C:14]2[CH:19]=[CH:18][CH:17]=[C:16]([Cl:20])[CH:15]=2)[C:9]([O:12][CH3:13])=[CH:10][CH:11]=1.[CH3:22][O:23][C:24]([C:26]1[CH:31]=[CH:30][C:29](B2OC(C)(C)C(C)(C)O2)=[CH:28][N:27]=1)=[O:25].C([O-])([O-])=O.[K+].[K+], predict the reaction product. The product is: [CH3:22][O:23][C:24]([C:26]1[CH:31]=[CH:30][C:29]([CH2:5][C:6]2[CH:7]=[C:8]([C:14]3[CH:19]=[CH:18][CH:17]=[C:16]([Cl:20])[CH:15]=3)[C:9]([O:12][CH3:13])=[CH:10][CH:11]=2)=[CH:28][N:27]=1)=[O:25]. (6) Given the reactants [CH3:1][O:2][C:3]1[CH:4]=[C:5]([CH:9]=[CH:10][C:11]=1[O:12][CH3:13])[C:6]([OH:8])=O.S(Cl)(Cl)=O.C(OC([N:25]1[CH2:29][CH2:28][CH:27]([NH:30][CH2:31][C:32]([CH3:42])=[CH:33][C:34]2[CH:39]=[CH:38][C:37]([F:40])=[CH:36][C:35]=2[F:41])[CH2:26]1)=O)(C)(C)C, predict the reaction product. The product is: [F:41][C:35]1[CH:36]=[C:37]([F:40])[CH:38]=[CH:39][C:34]=1[CH:33]=[C:32]([CH3:42])[CH2:31][N:30]([CH:27]1[CH2:28][CH2:29][NH:25][CH2:26]1)[C:6](=[O:8])[C:5]1[CH:9]=[CH:10][C:11]([O:12][CH3:13])=[C:3]([O:2][CH3:1])[CH:4]=1. (7) Given the reactants I[C:2]1[CH:7]=[C:6]([S:8]([C:11]2[CH:16]=[CH:15][C:14]([CH3:17])=[CH:13][CH:12]=2)(=[O:10])=[O:9])[C:5]([CH:18]([CH3:20])[CH3:19])=[CH:4][C:3]=1[O:21][CH3:22].[F-].[K+].[F:25][C:26](I)([F:28])[F:27].O, predict the reaction product. The product is: [CH:18]([C:5]1[CH:4]=[C:3]([O:21][CH3:22])[C:2]([C:26]([F:28])([F:27])[F:25])=[CH:7][C:6]=1[S:8]([C:11]1[CH:16]=[CH:15][C:14]([CH3:17])=[CH:13][CH:12]=1)(=[O:10])=[O:9])([CH3:20])[CH3:19].